This data is from Catalyst prediction with 721,799 reactions and 888 catalyst types from USPTO. The task is: Predict which catalyst facilitates the given reaction. (1) Reactant: [F:1][C:2]1[CH:34]=[CH:33][CH:32]=[CH:31][C:3]=1[CH2:4][O:5][C:6]1[C:7]2[N:8]([C:15]([C:19](=[O:30])[NH:20][C@H:21]([C:24]3[CH:29]=[CH:28][CH:27]=[CH:26][CH:25]=3)[CH2:22][OH:23])=[C:16]([CH3:18])[N:17]=2)[CH:9]=[C:10]([C:12](O)=[O:13])[CH:11]=1.CN1CCOCC1.ClC(OCC(C)C)=O. Product: [F:1][C:2]1[CH:34]=[CH:33][CH:32]=[CH:31][C:3]=1[CH2:4][O:5][C:6]1[C:7]2[N:8]([C:15]([C:19]([NH:20][C@H:21]([C:24]3[CH:25]=[CH:26][CH:27]=[CH:28][CH:29]=3)[CH2:22][OH:23])=[O:30])=[C:16]([CH3:18])[N:17]=2)[CH:9]=[C:10]([CH2:12][OH:13])[CH:11]=1. The catalyst class is: 216. (2) Reactant: [Cl:1][C:2]1[C:6]([Cl:7])=[C:5]([CH3:8])[NH:4][C:3]=1[C:9]([NH:11][CH:12]1[CH2:17][CH2:16][N:15]([N:18]2[CH:22]=[CH:21][C:20]([CH:23]=O)=[CH:19]2)[CH2:14][CH2:13]1)=[O:10].[NH2:25][OH:26]. Product: [Cl:1][C:2]1[C:6]([Cl:7])=[C:5]([CH3:8])[NH:4][C:3]=1[C:9]([NH:11][CH:12]1[CH2:17][CH2:16][N:15]([N:18]2[CH:22]=[CH:21][C:20](/[CH:23]=[N:25]/[OH:26])=[CH:19]2)[CH2:14][CH2:13]1)=[O:10]. The catalyst class is: 351. (3) Reactant: [OH:1][C:2]1[CH:7]=[CH:6][C:5]([CH2:8][CH:9]([O:15][C:16]2[CH:21]=[CH:20][CH:19]=[CH:18][CH:17]=2)[C:10]([O:12][CH2:13][CH3:14])=[O:11])=[CH:4][C:3]=1[N+:22]([O-:24])=[O:23].O[CH2:26][CH2:27][NH:28][C:29](=[O:35])[O:30][C:31]([CH3:34])([CH3:33])[CH3:32].C1(P(C2C=CC=CC=2)C2C=CC=CC=2)C=CC=CC=1.CCOC(/N=N/C(OCC)=O)=O. Product: [C:31]([O:30][C:29]([NH:28][CH2:27][CH2:26][O:1][C:2]1[CH:7]=[CH:6][C:5]([CH2:8][CH:9]([O:15][C:16]2[CH:17]=[CH:18][CH:19]=[CH:20][CH:21]=2)[C:10]([O:12][CH2:13][CH3:14])=[O:11])=[CH:4][C:3]=1[N+:22]([O-:24])=[O:23])=[O:35])([CH3:34])([CH3:33])[CH3:32]. The catalyst class is: 11.